From a dataset of Full USPTO retrosynthesis dataset with 1.9M reactions from patents (1976-2016). Predict the reactants needed to synthesize the given product. (1) Given the product [Br:1][C:2]1[N:6]([CH2:7][C:8]2[CH:13]=[CH:12][C:11]([Cl:14])=[C:10]([F:15])[CH:9]=2)[N:5]=[CH:4][CH:3]=1, predict the reactants needed to synthesize it. The reactants are: [Br:1][C:2]1[N:6]([CH2:7][C:8]2[CH:13]=[CH:12][C:11]([Cl:14])=[C:10]([F:15])[CH:9]=2)[N+:5]([O-])=[CH:4][CH:3]=1.P(Cl)(Cl)Cl.C([O-])(=O)C.[Na+]. (2) The reactants are: [CH2:1]([B:5]([OH:7])[OH:6])[CH:2]([CH3:4])[CH3:3].[C:8]12(O)[CH2:16][CH:12]([C:13]1([CH3:15])[CH3:14])[CH2:11][CH2:10][C:9]2(O)[CH3:17]. Given the product [CH3:3][CH:2]([CH3:4])[CH2:1][B:5]1[O:7][C@@H:10]2[CH2:11][C@@H:12]3[CH2:16][C@H:8]([C@:9]2([CH3:17])[O:6]1)[C:13]3([CH3:15])[CH3:14], predict the reactants needed to synthesize it. (3) Given the product [Cl:12][C:13]1[C:22]2[C:17](=[CH:18][CH:19]=[C:20]([C:23]([C:25]3[C:26]([CH3:31])=[N:27][O:28][C:29]=3[CH3:30])([C:6]3[N:2]([CH3:1])[N:3]=[N:4][CH:5]=3)[OH:24])[CH:21]=2)[N:16]=[C:15]([O:32][CH3:33])[C:14]=1[CH2:34][C:35]1[CH:36]=[CH:37][C:38]([C:41]([F:43])([F:42])[F:44])=[CH:39][CH:40]=1, predict the reactants needed to synthesize it. The reactants are: [CH3:1][N:2]1[CH:6]=[CH:5][N:4]=[N:3]1.[Li]CCCC.[Cl:12][C:13]1[C:22]2[C:17](=[CH:18][CH:19]=[C:20]([C:23]([C:25]3[C:26]([CH3:31])=[N:27][O:28][C:29]=3[CH3:30])=[O:24])[CH:21]=2)[N:16]=[C:15]([O:32][CH3:33])[C:14]=1[CH2:34][C:35]1[CH:40]=[CH:39][C:38]([C:41]([F:44])([F:43])[F:42])=[CH:37][CH:36]=1. (4) The reactants are: [CH2:1]([C:3]1[C:4](=[O:20])[CH2:5][C:6]2([CH2:18][CH3:19])[CH2:15][CH2:14][C:13]3[C:8](=[CH:9][CH:10]=[C:11]([O:16]C)[CH:12]=3)[C:7]=12)[CH3:2].B(Br)(Br)Br.Cl. Given the product [CH2:1]([C:3]1[C:4](=[O:20])[CH2:5][C:6]2([CH2:18][CH3:19])[CH2:15][CH2:14][C:13]3[C:8](=[CH:9][CH:10]=[C:11]([OH:16])[CH:12]=3)[C:7]=12)[CH3:2], predict the reactants needed to synthesize it.